The task is: Binary Classification. Given a miRNA mature sequence and a target amino acid sequence, predict their likelihood of interaction.. This data is from Experimentally validated miRNA-target interactions with 360,000+ pairs, plus equal number of negative samples. (1) The miRNA is hsa-miR-3660 with sequence ACUGACAGGAGAGCAUUUUGA. The protein sequence of the target gene is MSKLWRRGSTSGAMEAPEPGEALELSLAGAHGHGVHKKKHKKHKKKHKKKHHQEEDAGPTQPSPAKPQLKLKIKLGGQVLGTKSVPTFTVIPEGPRSPSPLMVVDNEEEPMEGVPLEQYRAWLDEDSNLSPSPLRDLSGGLGGQEEEEEQRWLDALEKGELDDNGDLKKEINERLLTARQRALLQKARSQPSPMLPLPVAEGCPPPALTEEMLLKREERARKRRLQAARRAEEHKNQTIERLTKTAATSGRGGRGGARGERRGGRAAAPAPMVRYCSGAQGSTLSFPPGVPAPTAVSQRP.... Result: 1 (interaction). (2) The miRNA is hsa-miR-337-5p with sequence GAACGGCUUCAUACAGGAGUU. The protein sequence of the target gene is MAEPPSPVHCVAAAAPTATVSEKEPFGKLQLSSRDPPGSLSAKKVRTEEKKAPRRVNGEGGSGGNSRQLQPPAAPSPQSYGSPASWSFAPLSAAPSPSSSRSSFSFSAGTAVPSSASASLSQPVPRKLLVPPTLLHAQPHHLLLPAAAAAASANAKSRRPKEKREKERRRHGLGGAREAGGASREENGEVKPLPRDKIKDKIKERDKEKEREKKKHKVMNEIKKENGEVKILLKSGKEKPKTNIEDLQIKKVKKKKKKKHKENEKRKRPKMYSKSIQTICSGLLTDVEDQAAKGILNDNI.... Result: 0 (no interaction). (3) The miRNA is hsa-miR-499a-3p with sequence AACAUCACAGCAAGUCUGUGCU. The protein sequence of the target gene is MDAGFFRGTSAEQDNRFSNKQKKLLKQLKFAECLEKKVDMSKVNLEVIKPWITKRVTEILGFEDDVVIEFIFNQLEVKNPDSKMMQINLTGFLNGKNAREFMGELWPLLLSAQENIAGIPSAFLELKKEEIKQRQIEQEKLASMKKQDEDKDKRDKEEKESSREKRERSRSPRRRKSRSPSPRRRSSPVRRERKRSHSRSPRHRTKSRSPSPAPEKKEKTPELPEPSVKVKEPSVQEATSTSDILKVPKPEPIPEPKEPSPEKNSKKEKEKEKTRPRSRSRSKSRSRTRSRSPSHTRPRR.... Result: 1 (interaction).